This data is from Catalyst prediction with 721,799 reactions and 888 catalyst types from USPTO. The task is: Predict which catalyst facilitates the given reaction. (1) Reactant: [CH3:1][O:2][C:3](=[O:25])[CH2:4][C@:5]1([CH2:22][CH2:23][CH3:24])[C:10]2[NH:11][C:12]3[C:17]([C:9]=2[CH2:8][CH2:7][O:6]1)=[C:16]([C:18]#[N:19])[CH:15]=[C:14]([OH:20])[C:13]=3[CH3:21].[CH3:26][N:27]([C:29]1[S:33][N:32]=[C:31]([CH2:34]Cl)[N:30]=1)[CH3:28].C(=O)([O-])[O-].[K+].[K+].[I-].[K+]. Product: [CH3:1][O:2][C:3](=[O:25])[CH2:4][C@:5]1([CH2:22][CH2:23][CH3:24])[C:10]2[NH:11][C:12]3[C:17]([C:9]=2[CH2:8][CH2:7][O:6]1)=[C:16]([C:18]#[N:19])[CH:15]=[C:14]([O:20][CH2:34][C:31]1[N:30]=[C:29]([N:27]([CH3:28])[CH3:26])[S:33][N:32]=1)[C:13]=3[CH3:21]. The catalyst class is: 296. (2) Reactant: [CH2:1]([N:4]([C:12]([O:14][CH2:15][C:16]1[CH:21]=[CH:20][CH:19]=[CH:18][CH:17]=1)=[O:13])[CH2:5][CH2:6][C:7]([O:9]CC)=[O:8])[CH:2]=[CH2:3].O[Li].O. Product: [CH2:1]([N:4]([C:12]([O:14][CH2:15][C:16]1[CH:17]=[CH:18][CH:19]=[CH:20][CH:21]=1)=[O:13])[CH2:5][CH2:6][C:7]([OH:9])=[O:8])[CH:2]=[CH2:3]. The catalyst class is: 24. (3) Reactant: [NH:1]1[CH2:5][CH2:4][CH2:3][C:2]1=[O:6].C(=O)([O-])[O-].[Cs+].[Cs+].Br[C:14]1[CH:15]=[CH:16][C:17]([C:25]([OH:27])=[O:26])=[N:18][C:19]=1[O:20][CH2:21][CH:22]1[CH2:24][CH2:23]1. Product: [CH:22]1([CH2:21][O:20][C:19]2[N:18]=[C:17]([C:25]([OH:27])=[O:26])[CH:16]=[CH:15][C:14]=2[N:1]2[CH2:5][CH2:4][CH2:3][C:2]2=[O:6])[CH2:23][CH2:24]1. The catalyst class is: 62. (4) Reactant: C([N:8]1[CH2:13][C@@H:12]([CH2:14][F:15])[C@@H:11]([OH:16])[C@H:10]([O:17]CC2C=CC=CC=2)[CH2:9]1)C1C=CC=CC=1.[ClH:25]. Product: [ClH:25].[F:15][CH2:14][C@@H:12]1[CH2:13][NH:8][CH2:9][C@@H:10]([OH:17])[C@@H:11]1[OH:16]. The catalyst class is: 14.